Dataset: Forward reaction prediction with 1.9M reactions from USPTO patents (1976-2016). Task: Predict the product of the given reaction. Given the reactants [F:1][C:2]1[C:9](F)=[CH:8][C:5]([NH:6][CH3:7])=[C:4]([N+:11]([O-:13])=[O:12])[CH:3]=1.Cl.[F:15][C:16]([F:24])([F:23])[CH:17]1[CH2:22][CH2:21][NH:20][CH2:19][CH2:18]1.C([O-])([O-])=O.[K+].[K+].N, predict the reaction product. The product is: [F:1][C:2]1[C:9]([N:20]2[CH2:21][CH2:22][CH:17]([C:16]([F:24])([F:23])[F:15])[CH2:18][CH2:19]2)=[CH:8][C:5]([NH:6][CH3:7])=[C:4]([N+:11]([O-:13])=[O:12])[CH:3]=1.